Dataset: Reaction yield outcomes from USPTO patents with 853,638 reactions. Task: Predict the reaction yield, written as a fraction of the theoretical maximum amount of product (1.0 means a 100% yield; for example, 0.34 means a 34% yield). The reactants are FC(F)(F)C(O)=O.[Cl:8][C:9]1[C:10]([F:38])=[C:11]([CH:15]2[C:19]([C:22]3[CH:27]=[CH:26][C:25]([Cl:28])=[CH:24][C:23]=3[F:29])([C:20]#[N:21])[CH:18]([CH2:30][C:31]([CH3:34])([CH3:33])[CH3:32])[NH:17][CH:16]2[C:35](O)=[O:36])[CH:12]=[CH:13][CH:14]=1.[NH2:39][C:40]1[N:41]=[N:42][C:43]([Cl:46])=[CH:44][CH:45]=1.CN(C(ON1N=NC2C=CC=NC1=2)=[N+](C)C)C.F[P-](F)(F)(F)(F)F.CCN(C(C)C)C(C)C. The catalyst is C(Cl)Cl. The product is [Cl:46][C:43]1[N:42]=[N:41][C:40]([NH:39][C:35]([CH:16]2[CH:15]([C:11]3[CH:12]=[CH:13][CH:14]=[C:9]([Cl:8])[C:10]=3[F:38])[C:19]([C:22]3[CH:27]=[CH:26][C:25]([Cl:28])=[CH:24][C:23]=3[F:29])([C:20]#[N:21])[CH:18]([CH2:30][C:31]([CH3:33])([CH3:32])[CH3:34])[NH:17]2)=[O:36])=[CH:45][CH:44]=1. The yield is 0.510.